This data is from Catalyst prediction with 721,799 reactions and 888 catalyst types from USPTO. The task is: Predict which catalyst facilitates the given reaction. (1) Reactant: [CH2:1]([O:3][C:4](=[O:29])[CH2:5][O:6][C:7]1[CH:12]=[CH:11][C:10]([O:13][CH2:14][C:15]2[S:16][CH:17]=[C:18]([C:20]3[CH:25]=[CH:24][C:23]([OH:26])=[C:22]([NH2:27])[CH:21]=3)[N:19]=2)=[CH:9][C:8]=1[CH3:28])[CH3:2].[C:30](OC(=O)C)(=O)[CH3:31].C1(C)C=CC(S(O)(=O)=O)=CC=1. Product: [CH2:1]([O:3][C:4](=[O:29])[CH2:5][O:6][C:7]1[CH:12]=[CH:11][C:10]([O:13][CH2:14][C:15]2[S:16][CH:17]=[C:18]([C:20]3[CH:25]=[CH:24][C:23]4[O:26][C:30]([CH3:31])=[N:27][C:22]=4[CH:21]=3)[N:19]=2)=[CH:9][C:8]=1[CH3:28])[CH3:2]. The catalyst class is: 11. (2) Reactant: C([NH:5][C:6]([C:8]1[CH:9]=[C:10]2[C:15](=[CH:16][CH:17]=1)[N:14]=[C:13]([C:18]1[O:19][C:20]3[CH:26]=[CH:25][C:24]([F:27])=[CH:23][C:21]=3[CH:22]=1)[C:12]([N:28]([CH3:32])[CH:29]([CH3:31])[CH3:30])=[N:11]2)=O)(C)(C)C.C(OC(C(F)(F)F)=O)(C(F)(F)F)=O. Product: [F:27][C:24]1[CH:25]=[CH:26][C:20]2[O:19][C:18]([C:13]3[C:12]([N:28]([CH3:32])[CH:29]([CH3:31])[CH3:30])=[N:11][C:10]4[C:15](=[CH:16][CH:17]=[C:8]([C:6]#[N:5])[CH:9]=4)[N:14]=3)=[CH:22][C:21]=2[CH:23]=1. The catalyst class is: 4. (3) Reactant: [Cl:1][C:2]1[N:7]=[C:6]([Cl:8])[C:5]([Cl:9])=[C:4](Cl)[N:3]=1.Cl.[CH3:12][O:13][C:14]1[NH:18][N:17]=[C:16]([NH2:19])[CH:15]=1. Product: [Cl:1][C:2]1[N:3]=[C:4]([NH:19][C:16]2[CH:15]=[C:14]([O:13][CH3:12])[NH:18][N:17]=2)[C:5]([Cl:9])=[C:6]([Cl:8])[N:7]=1. The catalyst class is: 8. (4) Reactant: [CH2:1]([C@H:3]1[C:7](=[O:8])[O:6][C:5](=[O:9])[NH:4]1)[CH3:2].Cl[C:11]([O:13][CH2:14][C:15]1[CH:20]=[CH:19][CH:18]=[CH:17][CH:16]=1)=[O:12].CN1CCOCC1.C(OCC)(=O)C.Cl. Product: [CH2:1]([C@H:3]1[C:7](=[O:8])[O:6][C:5](=[O:9])[N:4]1[C:11]([O:13][CH2:14][C:15]1[CH:20]=[CH:19][CH:18]=[CH:17][CH:16]=1)=[O:12])[CH3:2]. The catalyst class is: 7.